This data is from Catalyst prediction with 721,799 reactions and 888 catalyst types from USPTO. The task is: Predict which catalyst facilitates the given reaction. (1) Reactant: [CH3:1][O:2][C:3]1[C:7]2[C:8](=[O:25])[N:9]([CH2:16][C:17](=[O:24])[C:18]3[CH:23]=[CH:22][CH:21]=[CH:20][CH:19]=3)[C:10]3[CH:11]=[CH:12][CH:13]=[CH:14][C:15]=3[C:6]=2[N:5]([CH3:26])[C:4]=1[C:27]([NH:29][CH:30]1[CH2:35][CH2:34][NH:33][CH2:32][CH2:31]1)=[O:28].C(=O)([O-])[O-].[K+].[K+].C(N(CC)CC)C.Br[C:50]1[CH:55]=[CH:54][N:53]=[C:52]([C:56]([F:59])([F:58])[F:57])[CH:51]=1. Product: [CH3:1][O:2][C:3]1[C:7]2[C:8](=[O:25])[N:9]([CH2:16][C:17](=[O:24])[C:18]3[CH:23]=[CH:22][CH:21]=[CH:20][CH:19]=3)[C:10]3[CH:11]=[CH:12][CH:13]=[CH:14][C:15]=3[C:6]=2[N:5]([CH3:26])[C:4]=1[C:27]([NH:29][CH:30]1[CH2:31][CH2:32][N:33]([C:50]2[CH:55]=[CH:54][N:53]=[C:52]([C:56]([F:59])([F:58])[F:57])[CH:51]=2)[CH2:34][CH2:35]1)=[O:28]. The catalyst class is: 18. (2) The catalyst class is: 4. Reactant: [Br:1][C:2]1[C:3]([C:9]([F:16])([F:15])[CH2:10][C:11]([F:14])([F:13])[F:12])=[N:4][N:5]([CH2:7]O)[CH:6]=1.S(Cl)([Cl:19])=O. Product: [Br:1][C:2]1[C:3]([C:9]([F:16])([F:15])[CH2:10][C:11]([F:14])([F:13])[F:12])=[N:4][N:5]([CH2:7][Cl:19])[CH:6]=1. (3) Reactant: [C:1]([CH2:3][NH:4][C:5]([C:7]1([NH2:13])[CH2:12][CH2:11][CH2:10][CH2:9][CH2:8]1)=[O:6])#[N:2].Cl.[CH:15]([N:18]1[CH2:23][CH2:22][N:21]([C:24]2[CH:32]=[CH:31][C:27]([C:28](O)=[O:29])=[CH:26][CH:25]=2)[CH2:20][CH2:19]1)([CH3:17])[CH3:16].C1C=CC2N(O)N=NC=2C=1.C(N(CC)CC)C. Product: [C:1]([CH2:3][NH:4][C:5]([C:7]1([NH:13][C:28](=[O:29])[C:27]2[CH:26]=[CH:25][C:24]([N:21]3[CH2:20][CH2:19][N:18]([CH:15]([CH3:16])[CH3:17])[CH2:23][CH2:22]3)=[CH:32][CH:31]=2)[CH2:12][CH2:11][CH2:10][CH2:9][CH2:8]1)=[O:6])#[N:2]. The catalyst class is: 3. (4) Reactant: [NH2:1][C:2]1[CH:11]=[CH:10][C:5]([C:6]([O:8][CH3:9])=[O:7])=[CH:4][CH:3]=1.[N:12]([O-])=O.[Na+]. Product: [NH:1]([C:2]1[CH:3]=[CH:4][C:5]([C:6]([O:8][CH3:9])=[O:7])=[CH:10][CH:11]=1)[NH2:12]. The catalyst class is: 33. (5) Reactant: [Li+].CC([N-]C(C)C)C.[Br:9][C:10]1[CH:15]=[CH:14][C:13]([F:16])=[CH:12][C:11]=1[Br:17].[I:18]I. Product: [Br:9][C:10]1[CH:15]=[CH:14][C:13]([F:16])=[C:12]([I:18])[C:11]=1[Br:17]. The catalyst class is: 1. (6) Reactant: [CH2:1]([NH:8][C:9](=S)[C:10]1[CH:15]=[CH:14][C:13]([Cl:16])=[CH:12][C:11]=1[O:17][CH:18]([C:20]#[CH:21])[CH3:19])[C:2]1[CH:7]=[CH:6][CH:5]=[CH:4][CH:3]=1.CCN(CC)CC.Br[CH:31]([C:37](Cl)=[O:38])[C:32]([O:34][CH2:35][CH3:36])=[O:33]. Product: [CH2:1]([N:8]1[C:37](=[O:38])[C:31]([C:32]([O:34][CH2:35][CH3:36])=[O:33])=[CH:21][C:20]2[CH:18]([CH3:19])[O:17][C:11]3[CH:12]=[C:13]([Cl:16])[CH:14]=[CH:15][C:10]=3[C:9]1=2)[C:2]1[CH:7]=[CH:6][CH:5]=[CH:4][CH:3]=1. The catalyst class is: 260.